From a dataset of Forward reaction prediction with 1.9M reactions from USPTO patents (1976-2016). Predict the product of the given reaction. (1) Given the reactants [C:1]([O:5][C:6](=[O:21])[N:7]([C@H:9]1[C@H:13]([C:14]2[CH:19]=[CH:18][C:17](Cl)=[CH:16][CH:15]=2)[CH2:12][NH:11][CH2:10]1)[CH3:8])([CH3:4])([CH3:3])[CH3:2].C(N(C(C)C)C(C)C)C.[CH3:31][S:32]([N:35]1[CH2:40][CH2:39][N:38]([C:41](Cl)=[O:42])[CH2:37][CH2:36]1)(=[O:34])=[O:33], predict the reaction product. The product is: [C:1]([O:5][C:6](=[O:21])[N:7]([C@H:9]1[C@H:13]([C:14]2[CH:19]=[CH:18][CH:17]=[CH:16][CH:15]=2)[CH2:12][N:11]([C:41]([N:38]2[CH2:37][CH2:36][N:35]([S:32]([CH3:31])(=[O:34])=[O:33])[CH2:40][CH2:39]2)=[O:42])[CH2:10]1)[CH3:8])([CH3:4])([CH3:3])[CH3:2]. (2) The product is: [F:10][C:11]([F:19])([F:20])[C@:12]([C:5]1[CH:6]=[CH:7][C:2]([F:1])=[CH:3][CH:4]=1)([OH:18])[C:13]([O:15][CH2:16][CH3:17])=[O:14]. Given the reactants [F:1][C:2]1[CH:7]=[CH:6][C:5]([Mg]Cl)=[CH:4][CH:3]=1.[F:10][C:11]([F:20])([F:19])[C:12](=[O:18])[C:13]([O:15][CH2:16][CH3:17])=[O:14], predict the reaction product.